This data is from Catalyst prediction with 721,799 reactions and 888 catalyst types from USPTO. The task is: Predict which catalyst facilitates the given reaction. (1) Reactant: [C:1]([C:5]1[CH:9]=[C:8]([NH:10][C:11]([NH:13][C:14]2[CH:19]=[CH:18][CH:17]=[C:16]([Cl:20])[C:15]=2[Cl:21])=[O:12])[N:7]([C:22]2[CH:31]=[C:30]([CH:32]=[O:33])[C:29]3[C:24](=[CH:25][CH:26]=[CH:27][CH:28]=3)[CH:23]=2)[N:6]=1)([CH3:4])([CH3:3])[CH3:2].[CH3:34][Mg]Cl. Product: [C:1]([C:5]1[CH:9]=[C:8]([NH:10][C:11]([NH:13][C:14]2[CH:19]=[CH:18][CH:17]=[C:16]([Cl:20])[C:15]=2[Cl:21])=[O:12])[N:7]([C:22]2[CH:31]=[C:30]([CH:32]([OH:33])[CH3:34])[C:29]3[C:24](=[CH:25][CH:26]=[CH:27][CH:28]=3)[CH:23]=2)[N:6]=1)([CH3:4])([CH3:2])[CH3:3]. The catalyst class is: 1. (2) Reactant: [Br:1][C:2]1[CH:3]=[C:4]([C:8](=O)[C:9]([C:11]2[CH:16]=[CH:15][C:14](OC)=[CH:13]C=2)=O)[CH:5]=[CH:6][CH:7]=1.Cl.[CH3:21][NH:22][C:23]([NH2:25])=[NH:24].[C:26](=[O:29])([O-])[O-].[Na+].[Na+].[O:32]1[CH2:37]COCC1. Product: [NH2:25][C:23]1[N:22]([CH3:21])[C:37](=[O:32])[C:8]([C:4]2[CH:5]=[CH:6][CH:7]=[C:2]([Br:1])[CH:3]=2)([C:9]2[CH:11]=[CH:16][C:15]([O:29][CH3:26])=[CH:14][CH:13]=2)[N:24]=1. The catalyst class is: 40. (3) Reactant: C([O:3][C:4]([C:6]1[CH:14]=[C:13]([F:15])[CH:12]=[C:11]2[C:7]=1[CH:8]=[N:9][N:10]2[CH3:16])=[CH2:5])C.O. Product: [F:15][C:13]1[CH:12]=[C:11]2[C:7]([CH:8]=[N:9][N:10]2[CH3:16])=[C:6]([C:4](=[O:3])[CH3:5])[CH:14]=1. The catalyst class is: 295. (4) Reactant: [OH-].[Na+].[CH2:3]([NH:10][S:11]([CH2:14][CH2:15][CH2:16][N:17]([CH3:50])[CH2:18][CH2:19][O:20][C@H:21]1[CH2:28][N:27]2[C:29]3[CH:30]=[C:31]([C:42]([O:44]C)=[O:43])[CH:32]=[CH:33][C:34]=3[C:35]([CH:36]3[CH2:41][CH2:40][CH2:39][CH2:38][CH2:37]3)=[C:26]2[C:25]2[CH:46]=[CH:47][CH:48]=[CH:49][C:24]=2[O:23][CH2:22]1)(=[O:13])=[O:12])[C:4]1[CH:9]=[CH:8][CH:7]=[CH:6][CH:5]=1. Product: [CH2:3]([NH:10][S:11]([CH2:14][CH2:15][CH2:16][N:17]([CH3:50])[CH2:18][CH2:19][O:20][C@H:21]1[CH2:28][N:27]2[C:29]3[CH:30]=[C:31]([C:42]([OH:44])=[O:43])[CH:32]=[CH:33][C:34]=3[C:35]([CH:36]3[CH2:41][CH2:40][CH2:39][CH2:38][CH2:37]3)=[C:26]2[C:25]2[CH:46]=[CH:47][CH:48]=[CH:49][C:24]=2[O:23][CH2:22]1)(=[O:13])=[O:12])[C:4]1[CH:9]=[CH:8][CH:7]=[CH:6][CH:5]=1. The catalyst class is: 5. (5) Reactant: C([O:8][CH2:9][CH:10]1[CH2:23][O:22][C:13]2=[N:14][C:15]([C:18]([F:21])([F:20])[F:19])=[CH:16][CH:17]=[C:12]2[O:11]1)C1C=CC=CC=1. Product: [F:21][C:18]([F:19])([F:20])[C:15]1[N:14]=[C:13]2[O:22][CH2:23][CH:10]([CH2:9][OH:8])[O:11][C:12]2=[CH:17][CH:16]=1. The catalyst class is: 29. (6) Reactant: [Sn](Cl)(Cl)(Cl)Cl.C(N(CCCC)CCCC)CCC.[CH3:19][C:20]1[CH:21]=[C:22]([OH:26])[CH:23]=[CH:24][CH:25]=1.[CH2:27]=[O:28].Cl. Product: [OH:26][C:22]1[CH:21]=[C:20]([CH3:19])[CH:25]=[CH:24][C:23]=1[CH:27]=[O:28]. The catalyst class is: 93.